This data is from Forward reaction prediction with 1.9M reactions from USPTO patents (1976-2016). The task is: Predict the product of the given reaction. (1) Given the reactants [CH:1]([C:3]1[CH:8]=[C:7](OC)[C:6](OS(C(F)(F)F)(=O)=O)=[C:5]([O:19][CH3:20])[CH:4]=1)=[O:2].[C:21]1(B(O)O)[CH:26]=[CH:25][CH:24]=[CH:23][CH:22]=1.[C:30](=O)([O-])[O-].[K+].[K+].O, predict the reaction product. The product is: [CH3:20][O:19][C:5]1[CH:4]=[C:3]([CH:1]=[O:2])[CH:8]=[CH:7][C:6]=1[C:23]1[CH:24]=[CH:25][CH:26]=[C:21]([CH3:30])[CH:22]=1. (2) Given the reactants FC(F)(F)C(O)=O.[CH2:8]1[C:16]2[C:11](=[CH:12][CH:13]=[CH:14][CH:15]=2)[CH2:10][CH:9]1[NH:17][C:18]1[N:19]=[CH:20][C:21]2[CH2:27][N:26]([C:28](=[O:45])[CH2:29][CH2:30][CH2:31][CH2:32][C:33]3[N:37](C(OC(C)(C)C)=O)[CH:36]=[N:35][CH:34]=3)[CH2:25][CH2:24][C:22]=2[N:23]=1, predict the reaction product. The product is: [CH2:8]1[C:16]2[C:11](=[CH:12][CH:13]=[CH:14][CH:15]=2)[CH2:10][CH:9]1[NH:17][C:18]1[N:19]=[CH:20][C:21]2[CH2:27][N:26]([C:28](=[O:45])[CH2:29][CH2:30][CH2:31][CH2:32][C:33]3[N:37]=[CH:36][NH:35][CH:34]=3)[CH2:25][CH2:24][C:22]=2[N:23]=1.